This data is from Reaction yield outcomes from USPTO patents with 853,638 reactions. The task is: Predict the reaction yield, written as a fraction of the theoretical maximum amount of product (1.0 means a 100% yield; for example, 0.34 means a 34% yield). (1) The reactants are [CH3:1][S:2][C:3]([NH:5][C:6](=[O:12])[O:7][C:8]([CH3:11])([CH3:10])[CH3:9])=[NH:4].[CH3:13][O:14][C:15]1[CH:20]=[CH:19][C:18]([C:21]2[C:25]([C:26](O)=[O:27])=[C:24]([CH3:29])[O:23][N:22]=2)=[CH:17][CH:16]=1.CCN=C=NCCCN(C)C.CCN(C(C)C)C(C)C. The catalyst is C(Cl)Cl. The product is [CH3:13][O:14][C:15]1[CH:16]=[CH:17][C:18]([C:21]2[C:25]([C:26]([N:5]([C:3]([S:2][CH3:1])=[NH:4])[C:6](=[O:12])[O:7][C:8]([CH3:9])([CH3:11])[CH3:10])=[O:27])=[C:24]([CH3:29])[O:23][N:22]=2)=[CH:19][CH:20]=1. The yield is 0.600. (2) The reactants are C([O:8][N:9]1[C:15](=[O:16])[N:14]2[CH2:17][C@H:10]1[CH2:11][CH2:12][C@H:13]2[C:18]([NH:20][NH:21][C:22]([C@@H:24]1[CH2:28][CH2:27][N:26]([C:29]([O:31][C:32]([CH3:35])([CH3:34])[CH3:33])=[O:30])[CH2:25]1)=[O:23])=[O:19])C1C=CC=CC=1.[H][H].CO.C(Cl)(Cl)Cl. The catalyst is CO.[Pd]. The product is [OH:8][N:9]1[C:15](=[O:16])[N:14]2[CH2:17][C@H:10]1[CH2:11][CH2:12][C@H:13]2[C:18]([NH:20][NH:21][C:22]([C@@H:24]1[CH2:28][CH2:27][N:26]([C:29]([O:31][C:32]([CH3:35])([CH3:34])[CH3:33])=[O:30])[CH2:25]1)=[O:23])=[O:19]. The yield is 1.00. (3) The reactants are [NH2:1][C:2]1[CH:7]=[CH:6][CH:5]=[CH:4][C:3]=1[C:8]1[CH:13]=[CH:12][CH:11]=[CH:10][C:9]=1[CH3:14].C(N(CC)CC)C.Cl[C:23]([O:25][CH2:26][CH3:27])=[O:24]. The catalyst is C1(C)C=CC=CC=1. The product is [CH2:26]([O:25][C:23]([NH:1][C:2]1[CH:7]=[CH:6][CH:5]=[CH:4][C:3]=1[C:8]1[CH:13]=[CH:12][CH:11]=[CH:10][C:9]=1[CH3:14])=[O:24])[CH3:27]. The yield is 0.460. (4) The reactants are Cl[CH2:2][C@H:3]1[O:8][CH2:7][C@@H:6]2[CH2:9][CH2:10][CH2:11][N:5]2[CH2:4]1.[C:12]([O-:15])(=[O:14])[CH3:13].[K+]. The catalyst is CN(C)C=O. The product is [C:12]([O:15][CH2:2][C@H:3]1[O:8][CH2:7][C@@H:6]2[CH2:9][CH2:10][CH2:11][N:5]2[CH2:4]1)(=[O:14])[CH3:13]. The yield is 0.970. (5) The reactants are [F:1][C:2]1[CH:7]=[C:6]([F:8])[CH:5]=[CH:4][C:3]=1[N:9]1[C:17](=[O:18])[C:16]2[C@@H:15]3[C:19]([CH3:21])([CH3:20])[C@@:12]([CH3:22])([CH2:13][CH2:14]3)[C:11]=2[NH:10]1.Cl[CH2:24][C:25]1[N:26]=[C:27]([CH3:30])[S:28][CH:29]=1.ClCCl. The catalyst is [I-].C([N+](CCCC)(CCCC)CCCC)CCC.CN(C)C=O. The product is [F:1][C:2]1[CH:7]=[C:6]([F:8])[CH:5]=[CH:4][C:3]=1[N:9]1[C:17](=[O:18])[C:16]2[C@@H:15]3[C:19]([CH3:21])([CH3:20])[C@@:12]([CH3:22])([CH2:13][CH2:14]3)[C:11]=2[N:10]1[CH2:24][C:25]1[N:26]=[C:27]([CH3:30])[S:28][CH:29]=1. The yield is 0.430.